Predict the reactants needed to synthesize the given product. From a dataset of Full USPTO retrosynthesis dataset with 1.9M reactions from patents (1976-2016). (1) Given the product [C:15]([NH:14][CH2:13][C:7]1([C:1]2[CH:6]=[CH:5][C:4]([S:19]([Cl:18])(=[O:21])=[O:20])=[CH:3][CH:2]=2)[CH2:12][CH2:11][CH2:10][CH2:9][CH2:8]1)(=[O:17])[CH3:16], predict the reactants needed to synthesize it. The reactants are: [C:1]1([C:7]2([CH2:13][NH:14][C:15](=[O:17])[CH3:16])[CH2:12][CH2:11][CH2:10][CH2:9][CH2:8]2)[CH:6]=[CH:5][CH:4]=[CH:3][CH:2]=1.[Cl:18][S:19](O)(=[O:21])=[O:20]. (2) Given the product [C:1]12([CH2:11][NH:12][CH2:13][CH2:14][CH:15]([OH:20])[CH2:16][CH:17]([CH3:18])[CH3:19])[CH2:10][CH:5]3[CH2:6][CH:7]([CH2:9][CH:3]([CH2:4]3)[CH2:2]1)[CH2:8]2, predict the reactants needed to synthesize it. The reactants are: [C:1]12([CH2:11][NH:12][C:13](=O)[CH2:14][C:15](=[O:20])[CH2:16][CH:17]([CH3:19])[CH3:18])[CH2:10][CH:5]3[CH2:6][CH:7]([CH2:9][CH:3]([CH2:4]3)[CH2:2]1)[CH2:8]2.[H-].[H-].[H-].[H-].[Li+].[Al+3].O.[OH-].[Na+]. (3) Given the product [CH3:1][O:2][C:3](=[O:33])[C@@H:4]([NH:23][C@H:24]([C:27]1[CH:28]=[CH:29][CH:30]=[CH:31][CH:32]=1)[CH2:25][CH3:26])[CH2:5][C:6]1[CH:22]=[CH:21][C:9]2[O:10][C@@H:11]([C:14]3[CH:15]=[CH:16][C:17]([O:20][C:40](=[O:42])[CH3:41])=[CH:18][CH:19]=3)[CH2:12][O:13][C:8]=2[CH:7]=1, predict the reactants needed to synthesize it. The reactants are: [CH3:1][O:2][C:3](=[O:33])[C@@H:4]([NH:23][C@H:24]([C:27]1[CH:32]=[CH:31][CH:30]=[CH:29][CH:28]=1)[CH2:25][CH3:26])[CH2:5][C:6]1[CH:22]=[CH:21][C:9]2[O:10][C@@H:11]([C:14]3[CH:19]=[CH:18][C:17]([OH:20])=[CH:16][CH:15]=3)[CH2:12][O:13][C:8]=2[CH:7]=1.N1C=CC=CC=1.[C:40](OC(=O)C)(=[O:42])[CH3:41]. (4) Given the product [N:19]1([C:16]2[CH:17]=[CH:18][C:13]([NH:12][C:7]3[N:6]=[CH:5][C:4]4[C:9](=[CH:10][CH:11]=[C:2]([C:28]5[CH:29]=[CH:30][N:25]=[CH:26][CH:27]=5)[CH:3]=4)[N:8]=3)=[CH:14][CH:15]=2)[CH2:24][CH2:23][O:22][CH2:21][CH2:20]1, predict the reactants needed to synthesize it. The reactants are: Br[C:2]1[CH:3]=[C:4]2[C:9](=[CH:10][CH:11]=1)[N:8]=[C:7]([NH:12][C:13]1[CH:18]=[CH:17][C:16]([N:19]3[CH2:24][CH2:23][O:22][CH2:21][CH2:20]3)=[CH:15][CH:14]=1)[N:6]=[CH:5]2.[N:25]1[CH:30]=[CH:29][C:28](B(O)O)=[CH:27][CH:26]=1.C(=O)([O-])[O-].[Cs+].[Cs+]. (5) Given the product [CH2:1]([O:4][C:5]1[CH:10]=[CH:9][CH:8]=[CH:7][C:6]=1[NH:11][C:12]([NH2:14])=[S:13])[CH2:2][CH3:3], predict the reactants needed to synthesize it. The reactants are: [CH2:1]([O:4][C:5]1[CH:10]=[CH:9][CH:8]=[CH:7][C:6]=1[NH:11][C:12]([NH:14]C(=O)C1C=CC=CC=1)=[S:13])[CH2:2][CH3:3].C[O-].[Na+]. (6) Given the product [NH2:7][CH2:8][CH2:9][CH2:10][N:11]1[C:20]2[CH:19]=[CH:18][C:17]([C:21]#[C:22][CH2:23][OH:24])=[CH:16][C:15]=2[C:14]2=[N:25][NH:26][C:27]([CH3:28])=[C:13]2[C:12]1=[O:35], predict the reactants needed to synthesize it. The reactants are: C(OC(=O)[NH:7][CH2:8][CH2:9][CH2:10][N:11]1[C:20]2[CH:19]=[CH:18][C:17]([C:21]#[C:22][CH2:23][OH:24])=[CH:16][C:15]=2[C:14]2=[N:25][N:26](C3CCCCO3)[C:27]([CH3:28])=[C:13]2[C:12]1=[O:35])(C)(C)C.Cl.CCOCC. (7) Given the product [Br:1][C:2]1[C:10]2[N:9]=[C:8]([CH2:11][F:12])[N:7]([CH2:13][C:14]3[CH:19]=[CH:18][CH:17]=[C:16]([C:20]([F:23])([F:21])[F:22])[C:15]=3[CH3:24])[C:6]=2[CH:5]=[C:4]([N:25]2[CH2:33][CH2:32][O:31][CH2:30][CH2:29]2)[CH:3]=1, predict the reactants needed to synthesize it. The reactants are: [Br:1][C:2]1[C:10]2[N:9]=[C:8]([CH2:11][F:12])[N:7]([CH2:13][C:14]3[CH:19]=[CH:18][CH:17]=[C:16]([C:20]([F:23])([F:22])[F:21])[C:15]=3[CH3:24])[C:6]=2[CH:5]=[C:4]([NH2:25])[CH:3]=1.[OH-].[Na+].Br[CH2:29][CH2:30][O:31][CH2:32][CH2:33]Br.